From a dataset of Forward reaction prediction with 1.9M reactions from USPTO patents (1976-2016). Predict the product of the given reaction. (1) The product is: [Br:15][C:16]1[C:17]([CH3:24])=[C:18]([CH2:22][NH:14][CH2:13][CH2:12][CH2:11][NH:10][C:2]2[NH:1][C:9]3[CH:8]=[CH:7][N:6]=[CH:5][C:4]=3[N:3]=2)[S:19][C:20]=1[Br:21]. Given the reactants [N:1]1[C:9]2[CH:8]=[CH:7][N:6]=[CH:5][C:4]=2[NH:3][C:2]=1[NH:10][CH2:11][CH2:12][CH2:13][NH2:14].[Br:15][C:16]1[C:17]([CH3:24])=[C:18]([CH:22]=O)[S:19][C:20]=1[Br:21], predict the reaction product. (2) Given the reactants CO[C:3](=[O:12])[C:4]1[CH:9]=[C:8](Br)[C:7](Cl)=[N:6][CH:5]=1.[CH3:13][NH:14][CH2:15][CH2:16][CH3:17].[F:18][C:19]1[CH:24]=[CH:23][C:22](B(O)O)=[CH:21][CH:20]=1.[NH2:28][C@@H:29]1[CH2:34][CH2:33][CH2:32][CH2:31][C@H:30]1[OH:35], predict the reaction product. The product is: [F:18][C:19]1[CH:24]=[CH:23][C:22]([C:8]2[C:7]([N:14]([CH3:13])[CH2:15][CH2:16][CH3:17])=[N:6][CH:5]=[C:4]([CH:9]=2)[C:3]([NH:28][C@@H:29]2[CH2:34][CH2:33][CH2:32][CH2:31][C@H:30]2[OH:35])=[O:12])=[CH:21][CH:20]=1.